Predict the reaction yield, written as a fraction of the theoretical maximum amount of product (1.0 means a 100% yield; for example, 0.34 means a 34% yield). From a dataset of Reaction yield outcomes from USPTO patents with 853,638 reactions. (1) The reactants are Cl[CH2:2][CH2:3][CH2:4][O:5][C:6]1[CH:11]=[CH:10][C:9]([C:12]2[O:13][CH:14]=[C:15]([CH2:17][N:18]3[CH2:23][CH2:22][CH2:21][CH2:20][C:19]3=[O:24])[N:16]=2)=[CH:8][CH:7]=1.[CH3:25][CH:26]1[CH2:30][CH2:29][CH2:28][NH:27]1.C(=O)([O-])[O-].[K+].[K+].[I-].[Na+]. The catalyst is C(#N)C. The product is [CH3:25][CH:26]1[CH2:30][CH2:29][CH2:28][N:27]1[CH2:2][CH2:3][CH2:4][O:5][C:6]1[CH:11]=[CH:10][C:9]([C:12]2[O:13][CH:14]=[C:15]([CH2:17][N:18]3[CH2:23][CH2:22][CH2:21][CH2:20][C:19]3=[O:24])[N:16]=2)=[CH:8][CH:7]=1. The yield is 0.410. (2) The reactants are [CH3:1][N:2]1[C:6]2[CH:7]=[CH:8][CH:9]=[CH:10][C:5]=2[N:4]=[C:3]1[CH2:11][C:12]1[CH:21]=[CH:20][C:15]([C:16]([O:18]C)=[O:17])=[CH:14][CH:13]=1.[OH-].[Na+]. The catalyst is CO. The product is [CH3:1][N:2]1[C:6]2[CH:7]=[CH:8][CH:9]=[CH:10][C:5]=2[N:4]=[C:3]1[CH2:11][C:12]1[CH:21]=[CH:20][C:15]([C:16]([OH:18])=[O:17])=[CH:14][CH:13]=1. The yield is 0.810. (3) The reactants are [NH2:1][C:2]1[N:7]=[C:6]([O:8][CH2:9][CH2:10][O:11][C:12]2[CH:17]=[CH:16][CH:15]=[CH:14][N:13]=2)[N:5]=[C:4]([N:18]2[CH2:23][CH2:22][O:21][CH2:20][CH2:19]2)[CH:3]=1.O.[N:25]([O-])=[O:26].[Na+]. The catalyst is CC(O)=O. The product is [NH2:1][C:2]1[N:7]=[C:6]([O:8][CH2:9][CH2:10][O:11][C:12]2[CH:17]=[CH:16][CH:15]=[CH:14][N:13]=2)[N:5]=[C:4]([N:18]2[CH2:19][CH2:20][O:21][CH2:22][CH2:23]2)[C:3]=1[N:25]=[O:26]. The yield is 0.850. (4) The reactants are [OH:1][B:2]1[C:6]2[CH:7]=[C:8]([OH:12])[CH:9]=[C:10]([CH3:11])[C:5]=2[CH:4]([CH2:13][C:14]([O:16][CH2:17][CH3:18])=[O:15])[O:3]1.Cl[C:20]1[CH:21]=[C:22]([CH:25]=[CH:26][N:27]=1)[C:23]#[N:24].C(=O)([O-])[O-].[Cs+].[Cs+]. The catalyst is CN(C=O)C. The product is [C:23]([C:22]1[CH:25]=[CH:26][N:27]=[C:20]([O:12][C:8]2[CH:9]=[C:10]([CH3:11])[C:5]3[CH:4]([CH2:13][C:14]([O:16][CH2:17][CH3:18])=[O:15])[O:3][B:2]([OH:1])[C:6]=3[CH:7]=2)[CH:21]=1)#[N:24]. The yield is 0.560. (5) The product is [NH:22]1[C:30]2[C:25](=[CH:26][CH:27]=[CH:28][CH:29]=2)[C:24]([NH:31][C:2]2[C:11]3[C:6](=[CH:7][CH:8]=[CH:9][CH:10]=3)[CH:5]=[C:4]([C:12]3[CH:17]=[CH:16][CH:15]=[CH:14][C:13]=3[C:18]([F:21])([F:20])[F:19])[N:3]=2)=[N:23]1. The yield is 0.270. The reactants are Cl[C:2]1[C:11]2[C:6](=[CH:7][CH:8]=[CH:9][CH:10]=2)[CH:5]=[C:4]([C:12]2[CH:17]=[CH:16][CH:15]=[CH:14][C:13]=2[C:18]([F:21])([F:20])[F:19])[N:3]=1.[NH:22]1[C:30]2[C:25](=[CH:26][CH:27]=[CH:28][CH:29]=2)[C:24]([NH2:31])=[N:23]1. The catalyst is C(O)C. (6) The reactants are [Br:1][C:2]1[CH:9]=[C:8]([O:10][CH3:11])[C:5]([CH:6]=[O:7])=[C:4]([F:12])[CH:3]=1.Cl([O-])=[O:14].[Na+].O.O.P(O)(O)([O-])=O.[Na+].CC(=CC)C. The catalyst is C(O)(C)(C)C.O. The product is [Br:1][C:2]1[CH:9]=[C:8]([O:10][CH3:11])[C:5]([C:6]([OH:14])=[O:7])=[C:4]([F:12])[CH:3]=1. The yield is 0.680.